Dataset: Forward reaction prediction with 1.9M reactions from USPTO patents (1976-2016). Task: Predict the product of the given reaction. Given the reactants O.[NH2:2][NH2:3].[C:4]([O:8][C:9]([NH:11][C:12]1[CH:16]=[CH:15][S:14][C:13]=1[C:17]([O:19]C)=O)=[O:10])([CH3:7])([CH3:6])[CH3:5], predict the reaction product. The product is: [C:4]([O:8][C:9]([NH:11][C:12]1[CH:16]=[CH:15][S:14][C:13]=1[C:17]([NH:2][NH2:3])=[O:19])=[O:10])([CH3:7])([CH3:6])[CH3:5].